This data is from Catalyst prediction with 721,799 reactions and 888 catalyst types from USPTO. The task is: Predict which catalyst facilitates the given reaction. (1) Reactant: [Cl:1][C:2]1[CH:3]=[CH:4][C:5]([F:30])=[C:6]([NH:8][C:9]2[CH:14]=[C:13]([NH:15][CH:16]3[CH2:18][CH2:17]3)[N:12]3[N:19]=[CH:20][C:21](/[CH:22]=[C:23]4/[C:24](=[O:29])[NH:25][C:26](=[O:28])[CH2:27]/4)=[C:11]3[N:10]=2)[CH:7]=1.ClC1C=C(NC2C=CN3N=CC(N4C5C(=CC(F)=CC=5)C(=C)[C:49]4=[O:59])=C3N=2)C=CC=1.C=O.C(=O)([O-])[O-].[K+].[K+]. Product: [Cl:1][C:2]1[CH:3]=[CH:4][C:5]([F:30])=[C:6]([NH:8][C:9]2[CH:14]=[C:13]([NH:15][CH:16]3[CH2:18][CH2:17]3)[N:12]3[N:19]=[CH:20][C:21](/[CH:22]=[C:23]4/[C:24](=[O:29])[N:25]([CH2:49][OH:59])[C:26](=[O:28])[CH2:27]/4)=[C:11]3[N:10]=2)[CH:7]=1. The catalyst class is: 238. (2) Reactant: [CH3:1][C:2]1[CH:9]=[C:8]([N+:10]([O-:12])=[O:11])[CH:7]=[CH:6][C:3]=1[C:4]#[N:5].C(O[CH:18](N(C)C)[N:19]([CH3:21])[CH3:20])(C)(C)C. Product: [CH3:18][N:19]([CH3:21])/[CH:20]=[CH:1]/[C:2]1[CH:9]=[C:8]([N+:10]([O-:12])=[O:11])[CH:7]=[CH:6][C:3]=1[C:4]#[N:5]. The catalyst class is: 3. (3) Reactant: [O:1]([C:8]1[CH2:13][CH2:12][CH2:11][C:10](=[O:14])[CH:9]=1)[C:2]1[CH:7]=[CH:6][CH:5]=[CH:4][CH:3]=1.C[Si]([N-][Si](C)(C)C)(C)C.[Li+].[C:25](Cl)(=[O:34])[CH:26]=[CH:27][C:28]1[CH:33]=[CH:32][CH:31]=[CH:30][CH:29]=1.Cl. Product: [O:1]([C:8]1[CH2:13][CH2:12][CH:11]([C:25](=[O:34])[CH:26]=[CH:27][C:28]2[CH:33]=[CH:32][CH:31]=[CH:30][CH:29]=2)[C:10](=[O:14])[CH:9]=1)[C:2]1[CH:7]=[CH:6][CH:5]=[CH:4][CH:3]=1. The catalyst class is: 1. (4) The catalyst class is: 55. Reactant: [NH:1]([C:8]([NH:10][C:11]1[CH:39]=[CH:38][C:14]([O:15][C:16]2[CH:21]=[CH:20][N:19]=[C:18]([NH:22][C:23]([CH:25]3[CH2:30][CH2:29][N:28]([C:31](OC(C)(C)C)=O)[CH2:27][CH2:26]3)=[O:24])[CH:17]=2)=[CH:13][C:12]=1[Cl:40])=[O:9])[C:2]1[CH:7]=[CH:6][CH:5]=[CH:4][CH:3]=1.[Na].[OH-].[Na+]. Product: [NH:1]([C:8]([NH:10][C:11]1[CH:39]=[CH:38][C:14]([O:15][C:16]2[CH:21]=[CH:20][N:19]=[C:18]([NH:22][C:23]([CH:25]3[CH2:26][CH2:27][N:28]([CH3:31])[CH2:29][CH2:30]3)=[O:24])[CH:17]=2)=[CH:13][C:12]=1[Cl:40])=[O:9])[C:2]1[CH:7]=[CH:6][CH:5]=[CH:4][CH:3]=1. (5) Reactant: [CH:1]([N-]C(C)C)(C)C.[Li+].[F:9][C:10]([F:29])([F:28])[C:11]1[CH:16]=[CH:15][C:14]([C:17]2[CH:18]=[C:19]3[C:24](=[CH:25][CH:26]=2)[NH:23][C:22](=[O:27])[CH2:21][CH2:20]3)=[CH:13][CH:12]=1.CI.O. Product: [CH3:1][N:23]1[C:24]2[C:19](=[CH:18][C:17]([C:14]3[CH:13]=[CH:12][C:11]([C:10]([F:9])([F:28])[F:29])=[CH:16][CH:15]=3)=[CH:26][CH:25]=2)[CH2:20][CH2:21][C:22]1=[O:27]. The catalyst class is: 56.